This data is from NCI-60 drug combinations with 297,098 pairs across 59 cell lines. The task is: Regression. Given two drug SMILES strings and cell line genomic features, predict the synergy score measuring deviation from expected non-interaction effect. Drug 1: CN(C)N=NC1=C(NC=N1)C(=O)N. Drug 2: CC1=C(C(=O)C2=C(C1=O)N3CC4C(C3(C2COC(=O)N)OC)N4)N. Cell line: RXF 393. Synergy scores: CSS=-0.896, Synergy_ZIP=5.29, Synergy_Bliss=7.31, Synergy_Loewe=4.11, Synergy_HSA=4.28.